From a dataset of Full USPTO retrosynthesis dataset with 1.9M reactions from patents (1976-2016). Predict the reactants needed to synthesize the given product. Given the product [CH:9]([C:8]1[CH:11]=[C:4]([N+:1]([O-:3])=[O:2])[C:5]([O:14][CH2:22][C:23]([O:25][CH2:26][CH3:27])=[O:24])=[C:6]([O:12][CH3:13])[CH:7]=1)=[O:10], predict the reactants needed to synthesize it. The reactants are: [N+:1]([C:4]1[C:5]([OH:14])=[C:6]([O:12][CH3:13])[CH:7]=[C:8]([CH:11]=1)[CH:9]=[O:10])([O-:3])=[O:2].C(=O)([O-])[O-].[Cs+].[Cs+].Br[CH2:22][C:23]([O:25][CH2:26][CH3:27])=[O:24].